From a dataset of Full USPTO retrosynthesis dataset with 1.9M reactions from patents (1976-2016). Predict the reactants needed to synthesize the given product. (1) Given the product [F:43][C:40]1[CH:41]=[CH:42][C:37]([C:1]([O:2][CH2:7][CH3:8])=[O:4])=[N:38][CH:39]=1, predict the reactants needed to synthesize it. The reactants are: [C:1](=[O:4])([O-])[O-:2].[K+].[K+].[C:7]1(P(C2C=CC=CC=2)CCCP(C2C=CC=CC=2)C2C=CC=CC=2)C=CC=C[CH:8]=1.Cl[C:37]1[CH:42]=[CH:41][C:40]([F:43])=[CH:39][N:38]=1.[C]=O. (2) Given the product [CH2:1]([O:3][C:4]1[CH:5]=[C:6]([CH:7]2[C:23]([C:24]3[CH:29]=[CH:28][CH:27]=[CH:26][CH:25]=3)=[C:22]([C:16]3[CH:21]=[CH:20][CH:19]=[CH:18][CH:17]=3)[NH:34][C:32](=[S:33])[NH:31]2)[CH:9]=[C:10]([N+:13]([O-:15])=[O:14])[C:11]=1[OH:12])[CH3:2], predict the reactants needed to synthesize it. The reactants are: [CH2:1]([O:3][C:4]1[CH:5]=[C:6]([CH:9]=[C:10]([N+:13]([O-:15])=[O:14])[C:11]=1[OH:12])[CH:7]=O)[CH3:2].[C:16]1([C:22](=O)[CH2:23][C:24]2[CH:29]=[CH:28][CH:27]=[CH:26][CH:25]=2)[CH:21]=[CH:20][CH:19]=[CH:18][CH:17]=1.[NH2:31][C:32]([NH2:34])=[S:33].Cl. (3) The reactants are: [C:1](=O)([O-])[OH:2].[Na+].[F:6][C:7]([F:16])([F:15])[C:8]1[CH:9]=[C:10]([CH:12]=[CH:13][CH:14]=1)[NH2:11].C[CH:18]([C:22](Cl)=O)[C:19](Cl)=[O:20].[OH2:25]. Given the product [O:25]=[C:22]([NH:11][C:10]1[CH:12]=[CH:13][CH:14]=[C:8]([C:7]([F:15])([F:16])[F:6])[CH:9]=1)[CH2:18][C:19]([O:2][CH3:1])=[O:20], predict the reactants needed to synthesize it. (4) Given the product [CH:1]([C:4]1[CH:9]=[C:8]([NH2:10])[C:7]([NH2:11])=[CH:6][C:5]=1[S:14][C:15]#[N:16])([CH3:3])[CH3:2], predict the reactants needed to synthesize it. The reactants are: [CH:1]([C:4]1[C:5]([S:14][C:15]#[N:16])=[CH:6][C:7]([N+:11]([O-])=O)=[C:8]([NH2:10])[CH:9]=1)([CH3:3])[CH3:2].[H][H]. (5) The reactants are: [C:1]([N:5]1[C:10](=[O:11])[C:9]([Cl:12])=[C:8](Cl)[CH:7]=[N:6]1)([CH3:4])([CH3:3])[CH3:2].C(=O)([O-])[O-].[Cs+].[Cs+].[Si:20]([O:27][CH2:28][CH:29]([OH:40])[C:30]1[CH:35]=[CH:34][C:33]([C:36]([CH3:39])([CH3:38])[CH3:37])=[CH:32][CH:31]=1)([C:23]([CH3:26])([CH3:25])[CH3:24])([CH3:22])[CH3:21]. Given the product [C:1]([N:5]1[C:10](=[O:11])[C:9]([Cl:12])=[C:8]([O:40][CH:29]([C:30]2[CH:31]=[CH:32][C:33]([C:36]([CH3:39])([CH3:38])[CH3:37])=[CH:34][CH:35]=2)[CH2:28][O:27][Si:20]([C:23]([CH3:26])([CH3:25])[CH3:24])([CH3:21])[CH3:22])[CH:7]=[N:6]1)([CH3:4])([CH3:3])[CH3:2], predict the reactants needed to synthesize it. (6) Given the product [CH3:39][C@H:37]1[O:38][C@@H:33]([CH3:32])[CH2:34][N:35]([C:2]2[C:10]3[O:9][CH2:8][C@@H:7]([N:11]([C:26](=[O:31])[C:27]([F:30])([F:29])[F:28])[C:12]4[CH:25]=[CH:24][C:15]5[C@H:16]([CH2:19][C:20]([O:22][CH3:23])=[O:21])[CH2:17][O:18][C:14]=5[CH:13]=4)[C:6]=3[CH:5]=[CH:4][CH:3]=2)[CH2:36]1, predict the reactants needed to synthesize it. The reactants are: Br[C:2]1[C:10]2[O:9][CH2:8][C@@H:7]([N:11]([C:26](=[O:31])[C:27]([F:30])([F:29])[F:28])[C:12]3[CH:25]=[CH:24][C:15]4[C@H:16]([CH2:19][C:20]([O:22][CH3:23])=[O:21])[CH2:17][O:18][C:14]=4[CH:13]=3)[C:6]=2[CH:5]=[CH:4][CH:3]=1.[CH3:32][C@H:33]1[O:38][C@@H:37]([CH3:39])[CH2:36][NH:35][CH2:34]1.C(=O)([O-])[O-].[Cs+].[Cs+].C1(P(C2C=CC=CC=2)C2C3OC4C(=CC=CC=4P(C4C=CC=CC=4)C4C=CC=CC=4)C(C)(C)C=3C=CC=2)C=CC=CC=1.